From a dataset of Full USPTO retrosynthesis dataset with 1.9M reactions from patents (1976-2016). Predict the reactants needed to synthesize the given product. (1) Given the product [O:15]1[C:2]2([CH2:7][CH2:6][CH:5]([C:8]([O:10][CH2:11][CH3:12])=[O:9])[CH2:4][CH2:3]2)[O:1][CH2:13][CH2:14]1, predict the reactants needed to synthesize it. The reactants are: [O:1]=[C:2]1[CH2:7][CH2:6][CH:5]([C:8]([O:10][CH2:11][CH3:12])=[O:9])[CH2:4][CH2:3]1.[CH2:13](O)[CH2:14][OH:15].O. (2) Given the product [NH2:25][C:26]1[C:31]2[C:32](=[O:54])[N:33]([C:37]3[CH:38]=[CH:39][C:40]([C:43]4[CH:48]=[CH:47][C:46]([CH2:49][C:50]([N:56]5[CH2:60][CH2:59][C@@H:58]([OH:61])[CH2:57]5)=[O:51])=[CH:45][C:44]=4[Cl:53])=[CH:41][CH:42]=3)[CH2:34][CH2:35][O:36][C:30]=2[N:29]=[CH:28][N:27]=1, predict the reactants needed to synthesize it. The reactants are: F[P-](F)(F)(F)(F)F.N1(OC(N(C)C)=[N+](C)C)C2N=CC=CC=2N=N1.[NH2:25][C:26]1[C:31]2[C:32](=[O:54])[N:33]([C:37]3[CH:42]=[CH:41][C:40]([C:43]4[CH:48]=[CH:47][C:46]([CH2:49][C:50](O)=[O:51])=[CH:45][C:44]=4[Cl:53])=[CH:39][CH:38]=3)[CH2:34][CH2:35][O:36][C:30]=2[N:29]=[CH:28][N:27]=1.Cl.[NH:56]1[CH2:60][CH2:59][C@@H:58]([OH:61])[CH2:57]1.C(N(CC)C(C)C)(C)C. (3) Given the product [O:25]([C:22]1[CH:23]=[CH:24][C:19]([C:17]2[C:16]([C:32]([NH2:33])=[O:34])=[CH:15][N:14]=[C:13]([CH:10]3[CH2:11][CH2:12][NH:8][CH2:9]3)[N:18]=2)=[CH:20][CH:21]=1)[C:26]1[CH:31]=[CH:30][CH:29]=[CH:28][CH:27]=1, predict the reactants needed to synthesize it. The reactants are: C(OC([N:8]1[CH2:12][CH2:11][CH:10]([C:13]2[N:18]=[C:17]([C:19]3[CH:24]=[CH:23][C:22]([O:25][C:26]4[CH:31]=[CH:30][CH:29]=[CH:28][CH:27]=4)=[CH:21][CH:20]=3)[C:16]([C:32](=[O:34])[NH2:33])=[CH:15][N:14]=2)[CH2:9]1)=O)(C)(C)C.C(O)(C(F)(F)F)=O. (4) Given the product [CH3:8][N:7]1[C:6](=[O:9])[CH:5]=[C:4]([C:10]2[CH:15]=[CH:14][N:13]=[CH:12][CH:11]=2)[N:3]=[C:2]1[N:17]1[CH2:18][C:19](=[O:30])[N:20]2[CH2:29][CH2:28][C:27]3[C:22]([CH:21]2[CH2:16]1)=[CH:23][CH:24]=[CH:25][CH:26]=3, predict the reactants needed to synthesize it. The reactants are: Cl[C:2]1[N:7]([CH3:8])[C:6](=[O:9])[CH:5]=[C:4]([C:10]2[CH:15]=[CH:14][N:13]=[CH:12][CH:11]=2)[N:3]=1.[CH2:16]1[CH:21]2[C:22]3[C:27]([CH2:28][CH2:29][N:20]2[C:19](=[O:30])[CH2:18][NH:17]1)=[CH:26][CH:25]=[CH:24][CH:23]=3.C(N(CC)CC)C. (5) Given the product [NH2:1][C:2]1[CH:3]=[C:4]([CH3:13])[C:5]([C:8]([NH:15][CH3:14])=[O:10])=[N:6][CH:7]=1, predict the reactants needed to synthesize it. The reactants are: [NH2:1][C:2]1[CH:3]=[C:4]([CH3:13])[C:5]([C:8]([O:10]CC)=O)=[N:6][CH:7]=1.[CH3:14][NH2:15]. (6) Given the product [CH3:28][C:29]1[CH:30]=[CH:31][C:32]([CH2:39][CH2:40][CH3:41])=[C:33]([NH:35][C:36]([NH:38][C:2]([NH:1][CH2:4][CH2:5][C:6]2[CH:11]=[CH:10][CH:9]=[C:8]([C:12]3[N:16]=[CH:15][N:14]([C:17]4[CH:22]=[CH:21][C:20]([O:23][C:24]([F:26])([F:25])[F:27])=[CH:19][CH:18]=4)[N:13]=3)[CH:7]=2)=[O:3])=[S:37])[CH:34]=1, predict the reactants needed to synthesize it. The reactants are: [N:1]([CH2:4][CH2:5][C:6]1[CH:7]=[C:8]([C:12]2[N:16]=[CH:15][N:14]([C:17]3[CH:22]=[CH:21][C:20]([O:23][C:24]([F:27])([F:26])[F:25])=[CH:19][CH:18]=3)[N:13]=2)[CH:9]=[CH:10][CH:11]=1)=[C:2]=[O:3].[CH3:28][C:29]1[CH:30]=[CH:31][C:32]([CH2:39][CH2:40][CH3:41])=[C:33]([NH:35][C:36]([NH2:38])=[S:37])[CH:34]=1. (7) Given the product [Cl:1][C:2]1[CH:7]=[CH:6][CH:5]=[C:4]2[C:3]=1[NH:22][N:21]=[C:8]2[C:10]1[CH:15]=[CH:14][C:13]([O:16][CH3:17])=[C:12]([F:18])[CH:11]=1, predict the reactants needed to synthesize it. The reactants are: [Cl:1][C:2]1[C:3](F)=[C:4]([C:8]([C:10]2[CH:15]=[CH:14][C:13]([O:16][CH3:17])=[C:12]([F:18])[CH:11]=2)=O)[CH:5]=[CH:6][CH:7]=1.O.[NH2:21][NH2:22].CC1C=CN=C(N)C=1C. (8) Given the product [CH3:7][C:5]([C@H:8]1[CH2:9][CH2:10][C@H:11]([C@H:14]([NH:19][C:20]([C:22]2[C:31]([NH:32][C:33]([NH:35][C:36]3[C:37]([Cl:44])=[CH:38][C:39]([Cl:43])=[CH:40][C:41]=3[Cl:42])=[O:34])=[CH:30][C:29]3[C:24](=[CH:25][CH:26]=[CH:27][CH:28]=3)[CH:23]=2)=[O:21])[C:15]([OH:17])=[O:16])[CH2:12][CH2:13]1)([CH3:4])[CH3:6], predict the reactants needed to synthesize it. The reactants are: O.[OH-].[Li+].[CH3:4][C:5]([C@H:8]1[CH2:13][CH2:12][C@H:11]([C@H:14]([NH:19][C:20]([C:22]2[C:31]([NH:32][C:33]([NH:35][C:36]3[C:41]([Cl:42])=[CH:40][C:39]([Cl:43])=[CH:38][C:37]=3[Cl:44])=[O:34])=[CH:30][C:29]3[C:24](=[CH:25][CH:26]=[CH:27][CH:28]=3)[CH:23]=2)=[O:21])[C:15]([O:17]C)=[O:16])[CH2:10][CH2:9]1)([CH3:7])[CH3:6].CO.Cl.